The task is: Predict the reactants needed to synthesize the given product.. This data is from Full USPTO retrosynthesis dataset with 1.9M reactions from patents (1976-2016). (1) Given the product [NH2:28][C:8]1[N:7]=[C:6]([O:5][CH2:1][CH2:2][CH2:3][CH3:4])[N:14]=[C:13]2[C:9]=1[NH:10][C:11](=[O:26])[N:12]2[CH2:15][CH2:16][CH2:17][CH2:18][CH2:19][CH:20]1[CH2:25][CH2:24][N:23]([CH2:30][CH3:31])[CH2:22][CH2:21]1, predict the reactants needed to synthesize it. The reactants are: [CH2:1]([O:5][C:6]1[N:14]=[C:13]2[C:9]([N:10]=[C:11]([O:26]C)[N:12]2[CH2:15][CH2:16][CH2:17][CH2:18][CH2:19][CH:20]2[CH2:25][CH2:24][NH:23][CH2:22][CH2:21]2)=[C:8]([NH2:28])[N:7]=1)[CH2:2][CH2:3][CH3:4].I[CH2:30][CH3:31]. (2) Given the product [CH3:1][C:2]1[CH:9]=[CH:8][C:7]([N:10]2[N:14]=[CH:13][CH:12]=[N:11]2)=[CH:6][C:3]=1[CH2:4][OH:5], predict the reactants needed to synthesize it. The reactants are: [CH3:1][C:2]1[CH:9]=[CH:8][C:7]([N:10]2[N:14]=[CH:13][CH:12]=[N:11]2)=[CH:6][C:3]=1[CH:4]=[O:5].[BH4-].[Na+]. (3) Given the product [CH:18]1([N:16]2[CH2:15][CH2:14][N:13]([C:22](=[O:24])[CH2:23][N:7]3[CH2:8][CH2:9][C:10]4[N:1]=[CH:2][CH:3]=[CH:4][C:5]=4[CH2:6]3)[CH2:12][CH2:17]2)[CH2:21][CH2:20][CH2:19]1, predict the reactants needed to synthesize it. The reactants are: [N:1]1[C:10]2[CH2:9][CH2:8][NH:7][CH2:6][C:5]=2[CH:4]=[CH:3][CH:2]=1.Cl[CH:12]1[CH2:17][N:16]([CH:18]2[CH2:21][CH2:20][CH2:19]2)[CH2:15][CH2:14][NH:13]1.[C:22](N)(=[O:24])[CH3:23].C([O-])([O-])=O.[K+].[K+].[Na+].[I-]. (4) The reactants are: C([N:4]1[C:12]2[C:7](=[CH:8][C:9]([N+:13]([O-:15])=[O:14])=[CH:10][CH:11]=2)[C:6](=[C:16](OC)[C:17]2[CH:22]=[CH:21][CH:20]=[CH:19][CH:18]=2)[C:5]1=[O:25])(=O)C.[NH2:26][C:27]1[CH:36]=[CH:35][C:30]([C:31]([O:33][CH3:34])=[O:32])=[CH:29][CH:28]=1.N. Given the product [CH3:34][O:33][C:31]([C:30]1[CH:35]=[CH:36][C:27]([NH:26]/[C:16](=[C:6]2\[C:5](=[O:25])[NH:4][C:12]3[C:7]\2=[CH:8][C:9]([N+:13]([O-:15])=[O:14])=[CH:10][CH:11]=3)/[C:17]2[CH:18]=[CH:19][CH:20]=[CH:21][CH:22]=2)=[CH:28][CH:29]=1)=[O:32], predict the reactants needed to synthesize it. (5) Given the product [CH2:9]([N:10]([CH2:11][C:13]1[S:12][C:11]([NH:14][C:15]([C:17]2[N:18]=[CH:19][C:20]([N:23]3[CH2:24][CH2:25][CH:26]([C:29]([OH:31])=[O:30])[CH2:27][CH2:28]3)=[N:21][CH:22]=2)=[O:16])=[N:10][C:9]=1[C:6]1[CH:7]=[CH:8][C:3]([O:2][CH3:1])=[C:4]([C:34]([F:37])([F:36])[F:35])[CH:5]=1)[CH2:45][CH2:44][O:43][CH3:40])[CH:6]([CH3:7])[CH3:5], predict the reactants needed to synthesize it. The reactants are: [CH3:1][O:2][C:3]1[CH:8]=[CH:7][C:6]([C:9]2[N:10]=[C:11]([NH:14][C:15]([C:17]3[N:18]=[CH:19][C:20]([N:23]4[CH2:28][CH2:27][CH:26]([C:29]([O:31]CC)=[O:30])[CH2:25][CH2:24]4)=[N:21][CH:22]=3)=[O:16])[S:12][CH:13]=2)=[CH:5][C:4]=1[C:34]([F:37])([F:36])[F:35].C=O.[C:40]([O:43][C:44](=O)[CH3:45])(=O)C. (6) Given the product [CH3:13][C:4]1[CH:3]=[C:2]([NH:14][CH2:15][C:16]2[CH:21]=[CH:20][CH:19]=[CH:18][N:17]=2)[C:11]2[C:6](=[C:7]([OH:12])[CH:8]=[CH:9][CH:10]=2)[N:5]=1, predict the reactants needed to synthesize it. The reactants are: Cl[C:2]1[C:11]2[C:6](=[C:7]([OH:12])[CH:8]=[CH:9][CH:10]=2)[N:5]=[C:4]([CH3:13])[CH:3]=1.[NH2:14][CH2:15][C:16]1[CH:21]=[CH:20][CH:19]=[CH:18][N:17]=1.C(OCC)(=O)C. (7) Given the product [CH:2]1([NH:1][C:6]([N:8]2[C:16]3[C:11](=[CH:12][C:13]([C:17]([OH:32])([C:22]4[C:30]5[C:25](=[CH:26][CH:27]=[CH:28][CH:29]=5)[N:24]([CH3:31])[CH:23]=4)[C:18]([F:20])([F:21])[F:19])=[CH:14][CH:15]=3)[CH:10]=[N:9]2)=[O:7])[CH2:34][CH2:33]1, predict the reactants needed to synthesize it. The reactants are: [N:1]1([C:6]([N:8]2[C:16]3[C:11](=[CH:12][C:13]([C:17]([OH:32])([C:22]4[C:30]5[C:25](=[CH:26][CH:27]=[CH:28][CH:29]=5)[N:24]([CH3:31])[CH:23]=4)[C:18]([F:21])([F:20])[F:19])=[CH:14][CH:15]=3)[CH:10]=[N:9]2)=[O:7])C=CN=[CH:2]1.[CH:33]1(N)C[CH2:34]1.